Predict the reaction yield, written as a fraction of the theoretical maximum amount of product (1.0 means a 100% yield; for example, 0.34 means a 34% yield). From a dataset of Reaction yield outcomes from USPTO patents with 853,638 reactions. (1) The reactants are [CH:1]1([N:4]2[C:8]3[C:9]([O:23][C@@H:24]([C@H:26]4[CH2:30][NH:29][C:28](=[O:31])[CH2:27]4)[CH3:25])=[CH:10][C:11]([C:13]4[CH:14]=[CH:15][C:16]5[O:17][CH2:18][CH2:19][NH:20][C:21]=5N=4)=[CH:12][C:7]=3[N:6]=[CH:5]2)[CH2:3][CH2:2]1.Br[C:33]1C=CC2OCCNC=2C=1. No catalyst specified. The product is [CH:1]1([N:4]2[C:8]3[C:9]([O:23][C@@H:24]([C@H:26]4[CH2:30][NH:29][C:28](=[O:31])[CH2:27]4)[CH3:25])=[CH:10][C:11]([C:13]4[CH:14]=[CH:15][C:16]5[O:17][CH2:18][CH2:19][NH:20][C:21]=5[CH:33]=4)=[CH:12][C:7]=3[N:6]=[CH:5]2)[CH2:2][CH2:3]1. The yield is 0.180. (2) The reactants are FC(F)(F)C(O)=O.[Cl:8][C:9]1[CH:10]=[CH:11][C:12]([O:23][CH3:24])=[C:13]([C:15]2[CH:20]=[C:19]([NH2:21])[N:18]=[C:17]([NH2:22])[CH:16]=2)[CH:14]=1.[Cl:25][C:26]1[CH:31]=[CH:30][C:29](B(O)O)=[CH:28][CH:27]=1.C(N(CC)CC)C. The catalyst is ClCCl.C([O-])(=O)C.[Cu+2].C([O-])(=O)C. The product is [Cl:8][C:9]1[CH:10]=[CH:11][C:12]([O:23][CH3:24])=[C:13]([C:15]2[CH:16]=[C:17]([NH2:22])[N:18]=[C:19]([NH:21][C:29]3[CH:30]=[CH:31][C:26]([Cl:25])=[CH:27][CH:28]=3)[CH:20]=2)[CH:14]=1. The yield is 0.330. (3) The reactants are C([O:3][C:4](=O)[CH2:5][CH:6]1[CH2:11][CH2:10][CH2:9][CH2:8][O:7]1)C.[H-].[Al+3].[Li+].[H-].[H-].[H-]. The catalyst is O1CCCC1. The product is [O:7]1[CH2:8][CH2:9][CH2:10][CH2:11][CH:6]1[CH2:5][CH2:4][OH:3]. The yield is 0.920. (4) The reactants are [C:1]([C:3]1[C:8]([C:9]([C:17]2[CH:22]=[CH:21][CH:20]=[C:19]([O:23][CH3:24])[CH:18]=2)=[N:10]S(C(C)(C)C)=O)=[CH:7][CH:6]=[CH:5][N:4]=1)#[N:2].I[C:26]1[CH:31]=[CH:30][N:29]=[CH:28][CH:27]=1.C([Li])(C)(C)C.Cl. The catalyst is O1CCCC1.O. The product is [CH3:24][O:23][C:19]1[CH:18]=[C:17]([C:9]2([C:26]3[CH:31]=[CH:30][N:29]=[CH:28][CH:27]=3)[C:8]3[C:3](=[N:4][CH:5]=[CH:6][CH:7]=3)[C:1]([NH2:2])=[N:10]2)[CH:22]=[CH:21][CH:20]=1. The yield is 0.860. (5) The reactants are Cl[C:2]1[N:7]2[N:8]=[C:9]([CH3:11])[CH:10]=[C:6]2[N:5]=[C:4]([NH:12][C:13](=[O:24])[C:14]2[CH:19]=[CH:18][C:17]([C:20]([OH:23])([CH3:22])[CH3:21])=[CH:16][CH:15]=2)[CH:3]=1.[NH:25]1[CH2:30][CH2:29][S:28][CH2:27][CH2:26]1. The catalyst is CN(C=O)C.CO. The product is [OH:23][C:20]([C:17]1[CH:18]=[CH:19][C:14]([C:13]([NH:12][C:4]2[CH:3]=[C:2]([N:25]3[CH2:30][CH2:29][S:28][CH2:27][CH2:26]3)[N:7]3[N:8]=[C:9]([CH3:11])[CH:10]=[C:6]3[N:5]=2)=[O:24])=[CH:15][CH:16]=1)([CH3:22])[CH3:21]. The yield is 0.390. (6) The reactants are CCN(C(C)C)C(C)C.[NH2:10][CH2:11][CH:12]([C:14]1[CH:19]=[CH:18][CH:17]=[CH:16][CH:15]=1)[OH:13].[CH:20]1([CH3:32])[CH2:25][CH2:24][CH:23]([CH:26]([CH3:28])[CH3:27])[CH:22]([C:29](Cl)=[O:30])[CH2:21]1.Cl. The catalyst is C(Cl)Cl. The product is [OH:13][CH:12]([C:14]1[CH:19]=[CH:18][CH:17]=[CH:16][CH:15]=1)[CH2:11][NH:10][C:29]([CH:22]1[CH2:21][CH:20]([CH3:32])[CH2:25][CH2:24][CH:23]1[CH:26]([CH3:28])[CH3:27])=[O:30]. The yield is 0.850. (7) The reactants are [O:1]=[C:2]([NH:7][C:8]1[CH:13]=[CH:12][CH:11]=[CH:10][CH:9]=1)[CH2:3][C:4](O)=[O:5].C1N(P(Cl)(N2C(=O)OCC2)=O)C(=O)OC1.[Cl:29][CH2:30][CH2:31][N:32]([CH2:34][C:35]1[CH:40]=[CH:39][C:38]([C:41]2[S:49][C:48]3[C:43](=[N:44][CH:45]=[CH:46][C:47]=3[O:50][C:51]3[CH:56]=[CH:55][C:54]([NH2:57])=[CH:53][C:52]=3[F:58])[CH:42]=2)=[CH:37][CH:36]=1)[CH3:33].CCN(C(C)C)C(C)C. The catalyst is C(Cl)Cl. The product is [Cl:29][CH2:30][CH2:31][N:32]([CH2:34][C:35]1[CH:36]=[CH:37][C:38]([C:41]2[S:49][C:48]3[C:43](=[N:44][CH:45]=[CH:46][C:47]=3[O:50][C:51]3[CH:56]=[CH:55][C:54]([NH:57][C:4](=[O:5])[CH2:3][C:2]([NH:7][C:8]4[CH:9]=[CH:10][CH:11]=[CH:12][CH:13]=4)=[O:1])=[CH:53][C:52]=3[F:58])[CH:42]=2)=[CH:39][CH:40]=1)[CH3:33]. The yield is 0.210. (8) The reactants are Cl[CH2:2][C:3]1[N:8]=[CH:7][C:6]([S:9]([NH:12][C:13]2[C:22]([NH:23][C:24]3[CH:29]=[C:28]([O:30][CH3:31])[CH:27]=[C:26]([O:32][CH3:33])[CH:25]=3)=[N:21][C:20]3[C:15](=[CH:16][CH:17]=[CH:18][CH:19]=3)[N:14]=2)(=[O:11])=[O:10])=[CH:5][CH:4]=1.C(N(C(C)C)C(C)C)C.[CH3:43][N:44]1[CH2:49][CH2:48][NH:47][CH2:46][CH2:45]1. The catalyst is C(#N)C.C(Cl)Cl. The product is [CH3:33][O:32][C:26]1[CH:25]=[C:24]([NH:23][C:22]2[C:13]([NH:12][S:9]([C:6]3[CH:7]=[N:8][C:3]([CH2:2][N:47]4[CH2:48][CH2:49][N:44]([CH3:43])[CH2:45][CH2:46]4)=[CH:4][CH:5]=3)(=[O:10])=[O:11])=[N:14][C:15]3[C:20]([N:21]=2)=[CH:19][CH:18]=[CH:17][CH:16]=3)[CH:29]=[C:28]([O:30][CH3:31])[CH:27]=1. The yield is 0.0900. (9) The reactants are [CH2:1]([O:8][N:9]1[C:15](=[O:16])[N:14]2[CH2:17][C@H:10]1[CH2:11][CH2:12][C@H:13]2[C:18]([OH:20])=O)[C:2]1[CH:7]=[CH:6][CH:5]=[CH:4][CH:3]=1.[CH3:21][CH:22]([CH3:27])[C:23]([NH:25][NH2:26])=[O:24].ON1C2C=CC=CC=2N=N1.Cl.C(N=C=NCCCN(C)C)C. The catalyst is C(Cl)Cl.CN(C)C1C=CN=CC=1. The product is [CH2:1]([O:8][N:9]1[C:15](=[O:16])[N:14]2[CH2:17][C@@H:10]1[CH2:11][CH2:12][C@@H:13]2[C:18]([NH:26][NH:25][C:23](=[O:24])[CH:22]([CH3:27])[CH3:21])=[O:20])[C:2]1[CH:3]=[CH:4][CH:5]=[CH:6][CH:7]=1. The yield is 0.926. (10) The reactants are [C:1]([C:5]1[CH:10]=[CH:9][C:8]([N+:11]([O-:13])=[O:12])=[CH:7][C:6]=1[S:14](Cl)(=[O:16])=[O:15])([CH3:4])([CH3:3])[CH3:2].[NH4+:18].[OH-]. The catalyst is CCOCC.O. The product is [C:1]([C:5]1[CH:10]=[CH:9][C:8]([N+:11]([O-:13])=[O:12])=[CH:7][C:6]=1[S:14]([NH2:18])(=[O:16])=[O:15])([CH3:4])([CH3:3])[CH3:2]. The yield is 0.340.